Task: Predict the product of the given reaction.. Dataset: Forward reaction prediction with 1.9M reactions from USPTO patents (1976-2016) (1) Given the reactants [O:1]1[CH2:6][CH2:5][CH2:4][CH2:3][CH:2]1[O:7][NH:8][C:9]([C:11]1[CH:12]=[C:13]2[C:18](=[CH:19][CH:20]=1)[CH2:17][NH:16][CH2:15][CH2:14]2)=[O:10].Cl.[CH3:22][N:23]([CH3:30])[CH2:24][CH2:25][CH2:26][C:27](O)=[O:28].C1C=CC2N(O)N=NC=2C=1.C(Cl)CCl, predict the reaction product. The product is: [CH3:22][N:23]([CH3:30])[CH2:24][CH2:25][CH2:26][C:27]([N:16]1[CH2:15][CH2:14][C:13]2[C:18](=[CH:19][CH:20]=[C:11]([C:9]([NH:8][O:7][CH:2]3[CH2:3][CH2:4][CH2:5][CH2:6][O:1]3)=[O:10])[CH:12]=2)[CH2:17]1)=[O:28]. (2) Given the reactants N[C:2]1C=CC(CC(O)=O)=CC=1.[NH2:12][C:13]1[CH:18]=[CH:17][C:16]([CH2:19][C:20]([O:22][CH3:23])=[O:21])=[CH:15][CH:14]=1, predict the reaction product. The product is: [NH2:12][C:13]1[CH:14]=[CH:15][C:16]([CH:19]([CH3:2])[C:20]([O:22][CH3:23])=[O:21])=[CH:17][CH:18]=1. (3) The product is: [NH:31]1[C:32]2[C:37](=[CH:36][CH:35]=[CH:34][CH:33]=2)[C:29]([C:11]2[NH:10][CH:14]=[C:13]([C:15]([C:17]3[CH:22]=[C:21]([O:23][CH3:24])[C:20]([O:25][CH3:26])=[C:19]([O:27][CH3:28])[CH:18]=3)=[O:16])[N:12]=2)=[CH:30]1. Given the reactants C1(S([N:10]2[CH:14]=[C:13]([C:15]([C:17]3[CH:22]=[C:21]([O:23][CH3:24])[C:20]([O:25][CH3:26])=[C:19]([O:27][CH3:28])[CH:18]=3)=[O:16])[N:12]=[C:11]2[C:29]2[C:37]3[C:32](=[CH:33][CH:34]=[CH:35][CH:36]=3)[N:31](S(C3C=CC=CC=3)(=O)=O)[CH:30]=2)(=O)=O)C=CC=CC=1.[OH-].[Na+], predict the reaction product. (4) Given the reactants [NH2:1][CH2:2][C:3]1[C:12]2[C:7](=[CH:8][CH:9]=[CH:10][CH:11]=2)[CH:6]=[CH:5][CH:4]=1.C(N(C(C)C)C(C)C)C.[C:22]([O:26][C:27]([NH:29][CH:30]1[CH2:35][CH2:34][CH2:33][N:32]([C:36]2[N:40]([CH2:41][C:42]#[C:43][CH3:44])[C:39]([C:45](O)=[O:46])=[CH:38][N:37]=2)[CH2:31]1)=[O:28])([CH3:25])([CH3:24])[CH3:23].F[B-](F)(F)F.N1(OC(N(C)C)=[N+](C)C)C2C=CC=CC=2N=N1.C(=O)([O-])[O-].[K+].[K+], predict the reaction product. The product is: [CH2:41]([N:40]1[C:39]([C:45]([NH:1][CH2:2][C:3]2[C:12]3[C:7](=[CH:8][CH:9]=[CH:10][CH:11]=3)[CH:6]=[CH:5][CH:4]=2)=[O:46])=[CH:38][N:37]=[C:36]1[N:32]1[CH2:33][CH2:34][CH2:35][CH:30]([NH:29][C:27]([O:26][C:22]([CH3:25])([CH3:24])[CH3:23])=[O:28])[CH2:31]1)[C:42]#[C:43][CH3:44]. (5) The product is: [CH3:35][C:25]1[CH:30]=[CH:29][C:28]([S:31]([O:1][C@@H:2]2[CH2:18][C:17]3[C@@:5]([CH3:24])([C@@H:6]4[C@@H:14]([CH2:15][CH:16]=3)[C@H:13]3[C@@:9]([CH3:22])([C@@H:10]([C:19](=[O:21])[CH3:20])[CH2:11][CH2:12]3)[CH2:8][C@@H:7]4[OH:23])[CH2:4][CH2:3]2)(=[O:33])=[O:32])=[CH:27][CH:26]=1. Given the reactants [OH:1][CH:2]1[CH2:18][C:17]2[C:5]([CH3:24])([CH:6]3[CH:14]([CH2:15][CH:16]=2)[CH:13]2[C:9]([CH3:22])([CH:10]([C:19](=[O:21])[CH3:20])[CH2:11][CH2:12]2)[CH2:8][CH:7]3[OH:23])[CH2:4][CH2:3]1.[C:25]1([CH3:35])[CH:30]=[CH:29][C:28]([S:31](Cl)(=[O:33])=[O:32])=[CH:27][CH:26]=1, predict the reaction product. (6) The product is: [NH2:18][C:13]1[C:12]2=[C:11]([C:19]3[CH:20]=[CH:21][C:22]4[C:26]([CH:27]=3)=[N:25][N:24]([CH2:28][C:29]3[CH:34]=[CH:33][CH:32]=[CH:31][CH:30]=3)[CH:23]=4)[CH:10]=[C:9]([C:5]3[CH:4]=[C:3]([CH:8]=[CH:7][CH:6]=3)[CH2:2][NH:1][C:35](=[O:37])[CH3:36])[N:17]2[N:16]=[CH:15][N:14]=1. Given the reactants [NH2:1][CH2:2][C:3]1[CH:4]=[C:5]([C:9]2[N:17]3[C:12]([C:13]([NH2:18])=[N:14][CH:15]=[N:16]3)=[C:11]([C:19]3[CH:20]=[CH:21][C:22]4[C:26]([CH:27]=3)=[N:25][N:24]([CH2:28][C:29]3[CH:34]=[CH:33][CH:32]=[CH:31][CH:30]=3)[CH:23]=4)[CH:10]=2)[CH:6]=[CH:7][CH:8]=1.[C:35](Cl)(=[O:37])[CH3:36], predict the reaction product.